This data is from Full USPTO retrosynthesis dataset with 1.9M reactions from patents (1976-2016). The task is: Predict the reactants needed to synthesize the given product. (1) Given the product [CH3:6][O:5][C:3](=[O:4])[C:2]([NH:8][C:9]1[CH:10]=[CH:11][C:12]([O:13][C@@H:14]2[CH2:19][CH2:18][C@H:17]([C:20]([O:22][CH2:23][CH3:24])=[O:21])[CH2:16][CH2:15]2)=[CH:25][CH:26]=1)=[O:7], predict the reactants needed to synthesize it. The reactants are: Cl[C:2](=[O:7])[C:3]([O:5][CH3:6])=[O:4].[NH2:8][C:9]1[CH:26]=[CH:25][C:12]([O:13][C@@H:14]2[CH2:19][CH2:18][C@H:17]([C:20]([O:22][CH2:23][CH3:24])=[O:21])[CH2:16][CH2:15]2)=[CH:11][CH:10]=1.C(N(C(C)C)CC)(C)C.O. (2) Given the product [Cl:1][C:2]1[C:3]([O:28][S:38]([C:37]([F:50])([F:49])[F:36])(=[O:40])=[O:39])=[C:4]([CH:9]=[C:10]([CH2:16][C:17]2[CH:22]=[CH:21][C:20]([N:23]3[CH:27]=[CH:26][CH:25]=[N:24]3)=[CH:19][CH:18]=2)[C:11]=1[C:12]([F:15])([F:14])[F:13])[C:5]([O:7][CH3:8])=[O:6], predict the reactants needed to synthesize it. The reactants are: [Cl:1][C:2]1[C:3]([OH:28])=[C:4]([CH:9]=[C:10]([CH2:16][C:17]2[CH:22]=[CH:21][C:20]([N:23]3[CH:27]=[CH:26][CH:25]=[N:24]3)=[CH:19][CH:18]=2)[C:11]=1[C:12]([F:15])([F:14])[F:13])[C:5]([O:7][CH3:8])=[O:6].C(N(CC)CC)C.[F:36][C:37]([F:50])([F:49])[S:38](O[S:38]([C:37]([F:50])([F:49])[F:36])(=[O:40])=[O:39])(=[O:40])=[O:39].O. (3) The reactants are: [C:1]([O:5][C:6](=[O:16])[NH:7][C:8]1[CH:13]=[CH:12][C:11]([F:14])=[CH:10][C:9]=1[NH2:15])([CH3:4])([CH3:3])[CH3:2].C([O:21][C:22](=O)[CH2:23][C:24]([C:26]1[CH:31]=[CH:30][CH:29]=[C:28]([C:32]2[CH:33]=[N:34][C:35]([CH3:38])=[CH:36][CH:37]=2)[CH:27]=1)=[O:25])(C)(C)C. Given the product [C:1]([O:5][C:6](=[O:16])[NH:7][C:8]1[CH:13]=[CH:12][C:11]([F:14])=[CH:10][C:9]=1[NH:15][C:22](=[O:21])[CH2:23][C:24]([C:26]1[CH:31]=[CH:30][CH:29]=[C:28]([C:32]2[CH:33]=[N:34][C:35]([CH3:38])=[CH:36][CH:37]=2)[CH:27]=1)=[O:25])([CH3:4])([CH3:2])[CH3:3], predict the reactants needed to synthesize it.